From a dataset of Full USPTO retrosynthesis dataset with 1.9M reactions from patents (1976-2016). Predict the reactants needed to synthesize the given product. (1) Given the product [F:1][C:2]1[CH:7]=[CH:6][C:5]([O:8][CH3:9])=[CH:4][C:3]=1[C:10]1[C:11]([C:19]([O:21][CH3:22])=[O:20])=[CH:12][C:13]([CH2:16][OH:17])=[CH:14][CH:15]=1, predict the reactants needed to synthesize it. The reactants are: [F:1][C:2]1[CH:7]=[CH:6][C:5]([O:8][CH3:9])=[CH:4][C:3]=1[C:10]1[CH:15]=[CH:14][C:13]([C:16](O)=[O:17])=[CH:12][C:11]=1[C:19]([O:21][CH3:22])=[O:20].C1COCC1.B.C1COCC1. (2) Given the product [N:18]1([C:15]([C:9]2([NH:8][C:6](=[O:7])[O:5][C:1]([CH3:2])([CH3:3])[CH3:4])[CH2:10][CH2:11][CH2:12][CH2:13][CH2:14]2)=[O:17])[CH2:22][CH2:21][CH2:20][CH2:19]1, predict the reactants needed to synthesize it. The reactants are: [C:1]([O:5][C:6]([NH:8][C:9]1([C:15]([O-:17])=O)[CH2:14][CH2:13][CH2:12][CH2:11][CH2:10]1)=[O:7])([CH3:4])([CH3:3])[CH3:2].[NH:18]1[CH2:22][CH2:21][CH2:20][CH2:19]1.Cl.C(N=C=NCCCN(C)C)C.ON1C2C=CC=CC=2N=N1. (3) Given the product [CH2:1]([O:8][CH2:9][CH2:10][O:11][C:12]1[CH:19]=[CH:18][C:15]([CH:16]=[O:17])=[CH:14][C:13]=1[O:20][C:21]([CH3:24])([CH3:23])[CH3:22])[C:2]1[CH:3]=[CH:4][CH:5]=[CH:6][CH:7]=1, predict the reactants needed to synthesize it. The reactants are: [CH2:1]([O:8][CH2:9][CH2:10][O:11][C:12]1[CH:19]=[CH:18][C:15]([CH:16]=[O:17])=[CH:14][C:13]=1[OH:20])[C:2]1[CH:7]=[CH:6][CH:5]=[CH:4][CH:3]=1.[C:21](OC(O[C:21]([CH3:24])([CH3:23])[CH3:22])N(C)C)([CH3:24])([CH3:23])[CH3:22]. (4) The reactants are: [CH3:1][C:2]1([CH3:12])[CH2:7][CH:6]([OH:8])[CH2:5][C:4]([CH3:10])([CH3:9])[NH+:3]1[O-:11].OO.Cl.S(=O)(O)[O-].[Na+].[C:21](=O)(O)[O-].[K+]. Given the product [CH3:21][O:11][N:3]1[C:2]([CH3:12])([CH3:1])[CH2:7][CH:6]([OH:8])[CH2:5][C:4]1([CH3:10])[CH3:9], predict the reactants needed to synthesize it. (5) Given the product [OH:38][C:35]1[CH:36]=[CH:37][C:32]([C:2]2[CH:7]=[C:6]([C:8]3[N:12]4[CH:13]=[CH:14][CH:15]=[CH:16][C:11]4=[N:10][C:9]=3[C:17]3[CH:22]=[CH:21][CH:20]=[C:19]([CH3:23])[N:18]=3)[CH:5]=[CH:4][N:3]=2)=[CH:33][CH:34]=1, predict the reactants needed to synthesize it. The reactants are: Br[C:2]1[CH:7]=[C:6]([C:8]2[N:12]3[CH:13]=[CH:14][CH:15]=[CH:16][C:11]3=[N:10][C:9]=2[C:17]2[CH:22]=[CH:21][CH:20]=[C:19]([CH3:23])[N:18]=2)[CH:5]=[CH:4][N:3]=1.CC1(C)C(C)(C)OB([C:32]2[CH:37]=[CH:36][C:35]([OH:38])=[CH:34][CH:33]=2)O1. (6) Given the product [C:25]([O:29][C:30]([C:32]1([CH2:37][NH:38][C:3]([C:5]2[N:6]=[C:7]([C:23]#[N:24])[C:8]3[C:13]([C:14]=2[OH:15])=[CH:12][CH:11]=[C:10]([O:16][C:17]2[CH:18]=[CH:19][CH:20]=[CH:21][CH:22]=2)[CH:9]=3)=[O:4])[CH2:33][CH2:34][CH2:35][CH2:36]1)=[O:31])([CH3:28])([CH3:27])[CH3:26], predict the reactants needed to synthesize it. The reactants are: CO[C:3]([C:5]1[N:6]=[C:7]([C:23]#[N:24])[C:8]2[C:13]([C:14]=1[OH:15])=[CH:12][CH:11]=[C:10]([O:16][C:17]1[CH:22]=[CH:21][CH:20]=[CH:19][CH:18]=1)[CH:9]=2)=[O:4].[C:25]([O:29][C:30]([C:32]1([CH2:37][NH2:38])[CH2:36][CH2:35][CH2:34][CH2:33]1)=[O:31])([CH3:28])([CH3:27])[CH3:26]. (7) The reactants are: Br[C:2]1[CH:7]=[CH:6][C:5]([C@@H:8]([NH:10][C:11]([CH:13]2[CH2:15][CH2:14]2)=[O:12])[CH3:9])=[CH:4][CH:3]=1.[F:16][C:17]([F:38])([F:37])[C:18]1[CH:23]=[C:22]([C:24]2([C:29]([F:32])([F:31])[F:30])[CH2:28][CH2:27][NH:26][CH2:25]2)[CH:21]=[C:20]([C:33]([F:36])([F:35])[F:34])[N:19]=1.CC(C)([O-])C.[Na+].O. Given the product [F:38][C:17]([F:16])([F:37])[C:18]1[CH:23]=[C:22]([C:24]2([C:29]([F:30])([F:31])[F:32])[CH2:28][CH2:27][N:26]([C:2]3[CH:7]=[CH:6][C:5]([C@@H:8]([NH:10][C:11]([CH:13]4[CH2:15][CH2:14]4)=[O:12])[CH3:9])=[CH:4][CH:3]=3)[CH2:25]2)[CH:21]=[C:20]([C:33]([F:34])([F:35])[F:36])[N:19]=1, predict the reactants needed to synthesize it.